From a dataset of Forward reaction prediction with 1.9M reactions from USPTO patents (1976-2016). Predict the product of the given reaction. Given the reactants [Cl:1][C:2]1[CH:3]=[C:4]([CH:10]=[C:11]([Cl:14])[C:12]=1[OH:13])[C:5]([O:7][CH2:8][CH3:9])=[O:6].C(=O)([O-])[O-].[K+].[K+].[CH2:21](Br)[C:22]1[CH:27]=[CH:26][CH:25]=[CH:24][CH:23]=1, predict the reaction product. The product is: [CH2:21]([O:13][C:12]1[C:2]([Cl:1])=[CH:3][C:4]([C:5]([O:7][CH2:8][CH3:9])=[O:6])=[CH:10][C:11]=1[Cl:14])[C:22]1[CH:27]=[CH:26][CH:25]=[CH:24][CH:23]=1.